This data is from Forward reaction prediction with 1.9M reactions from USPTO patents (1976-2016). The task is: Predict the product of the given reaction. (1) Given the reactants [F:1][C:2]([F:23])([F:22])[C:3]1[CH:17]=[C:16]([C:18]([F:21])([F:20])[F:19])[CH:15]=[CH:14][C:4]=1[CH2:5][N:6]1[CH2:11][CH2:10][CH:9]([CH:12]=O)[CH2:8][CH2:7]1.[CH:24]1([C:27]#[C:28][CH2:29][NH:30][C:31]2[CH2:35][S:34][C:33](=[O:36])[N:32]=2)[CH2:26][CH2:25]1.C([O-])(=O)C.[NH2+]1CCCCC1, predict the reaction product. The product is: [F:23][C:2]([F:1])([F:22])[C:3]1[CH:17]=[C:16]([C:18]([F:21])([F:20])[F:19])[CH:15]=[CH:14][C:4]=1[CH2:5][N:6]1[CH2:11][CH2:10][CH:9](/[CH:12]=[C:35]2/[C:31]([NH:30][CH2:29][C:28]#[C:27][CH:24]3[CH2:26][CH2:25]3)=[N:32][C:33](=[O:36])[S:34]/2)[CH2:8][CH2:7]1. (2) Given the reactants [CH3:1][C:2]1[CH:8]=[CH:7][C:6]([N+:9]([O-:11])=[O:10])=[CH:5][C:3]=1[NH2:4].[N+:12]([O-:15])([OH:14])=[O:13].[C:16]([NH-:18])#[N:17], predict the reaction product. The product is: [CH3:1][C:2]1[CH:8]=[CH:7][C:6]([N+:9]([O-:11])=[O:10])=[CH:5][C:3]=1[NH2:4].[N+:12]([O-:15])([OH:14])=[O:13].[NH2:17][C:16]([NH2:4])=[NH:18]. (3) Given the reactants [C:1]([C:4]1[CH:9]=[C:8]([Cl:10])[C:7]([NH:11][C:12]2[C:21]3[CH:22]=[CH:23][NH:24][C:25](=[O:26])[C:20]=3[C:19]3[C:14](=[CH:15][CH:16]=[N:17][CH:18]=3)[N:13]=2)=[C:6]([Cl:27])[CH:5]=1)(=[O:3])[CH3:2].[CH3:28][Mg]Br, predict the reaction product. The product is: [Cl:27][C:6]1[CH:5]=[C:4]([C:1]([OH:3])([CH3:28])[CH3:2])[CH:9]=[C:8]([Cl:10])[C:7]=1[NH:11][C:12]1[C:21]2[CH:22]=[CH:23][NH:24][C:25](=[O:26])[C:20]=2[C:19]2[C:14](=[CH:15][CH:16]=[N:17][CH:18]=2)[N:13]=1. (4) The product is: [F:8][C:7]1[C:6]([NH:9][C:10]2[CH:15]=[CH:14][C:13]([I:16])=[CH:12][C:11]=2[F:17])=[C:5]([NH:18][S:20]([C:23]2[N:27]([CH3:28])[C:26]([C:29]([O:31][CH3:32])=[O:30])=[CH:25][CH:24]=2)(=[O:21])=[O:22])[CH:4]=[CH:3][C:2]=1[F:1]. Given the reactants [F:1][C:2]1[C:7]([F:8])=[C:6]([NH:9][C:10]2[CH:15]=[CH:14][C:13]([I:16])=[CH:12][C:11]=2[F:17])[C:5]([NH2:18])=[CH:4][CH:3]=1.Cl[S:20]([C:23]1[N:27]([CH3:28])[C:26]([C:29]([O:31][CH3:32])=[O:30])=[CH:25][CH:24]=1)(=[O:22])=[O:21], predict the reaction product. (5) The product is: [C:20]1([C:18]2[N:2]([C:4]3[CH:9]=[CH:8][C:7]([S:10]([CH3:13])(=[O:11])=[O:12])=[CH:6][N:5]=3)[N:3]=[C:16]([C:15]([F:14])([F:27])[F:28])[CH:17]=2)[CH2:25][CH2:24][CH2:23][CH2:22][CH:21]=1. Given the reactants Cl.[NH:2]([C:4]1[CH:9]=[CH:8][C:7]([S:10]([CH3:13])(=[O:12])=[O:11])=[CH:6][N:5]=1)[NH2:3].[F:14][C:15]([F:28])([F:27])[C:16](=O)[CH2:17][C:18]([C:20]1[CH2:25][CH2:24][CH2:23][CH2:22][CH:21]=1)=O, predict the reaction product. (6) Given the reactants [CH3:1][O:2][C:3]1[N:8]=[CH:7][C:6]([NH:9][C:10]2[C:15]([C:16]3[CH:21]=[C:20](S(C)=O)[N:19]=[C:18]([CH3:25])[N:17]=3)=[N:14][CH:13]=[CH:12][N:11]=2)=[CH:5][CH:4]=1.[OH-].[NH4+:27], predict the reaction product. The product is: [CH3:1][O:2][C:3]1[N:8]=[CH:7][C:6]([NH:9][C:10]2[C:15]([C:16]3[N:17]=[C:18]([CH3:25])[N:19]=[C:20]([NH2:27])[CH:21]=3)=[N:14][CH:13]=[CH:12][N:11]=2)=[CH:5][CH:4]=1. (7) Given the reactants [CH2:1]([O:3][C:4](=[O:13])[CH2:5][C:6]1[CH:11]=[CH:10][CH:9]=[C:8]([SH:12])[CH:7]=1)[CH3:2].Cl[CH2:15][C:16](=[O:18])[CH3:17], predict the reaction product. The product is: [CH2:1]([O:3][C:4](=[O:13])[CH2:5][C:6]1[CH:11]=[CH:10][CH:9]=[C:8]([S:12][CH2:15][C:16](=[O:18])[CH3:17])[CH:7]=1)[CH3:2].